From a dataset of Reaction yield outcomes from USPTO patents with 853,638 reactions. Predict the reaction yield, written as a fraction of the theoretical maximum amount of product (1.0 means a 100% yield; for example, 0.34 means a 34% yield). The reactants are Br[C:2]1[C:3]([F:10])=[C:4]([CH:7]=[CH:8][CH:9]=1)[C:5]#[N:6].C(=O)([O-])[O-].[Na+].[Na+].[CH3:17][C:18]1[CH:23]=[CH:22][N:21]=[CH:20][C:19]=1B(O)O.COCCOC. The catalyst is C(Cl)Cl.C1C=CC([P]([Pd]([P](C2C=CC=CC=2)(C2C=CC=CC=2)C2C=CC=CC=2)([P](C2C=CC=CC=2)(C2C=CC=CC=2)C2C=CC=CC=2)[P](C2C=CC=CC=2)(C2C=CC=CC=2)C2C=CC=CC=2)(C2C=CC=CC=2)C2C=CC=CC=2)=CC=1.O.CCO. The product is [F:10][C:3]1[C:2]([C:19]2[CH:20]=[N:21][CH:22]=[CH:23][C:18]=2[CH3:17])=[CH:9][CH:8]=[CH:7][C:4]=1[C:5]#[N:6]. The yield is 0.733.